Dataset: Experimentally validated miRNA-target interactions with 360,000+ pairs, plus equal number of negative samples. Task: Binary Classification. Given a miRNA mature sequence and a target amino acid sequence, predict their likelihood of interaction. (1) The miRNA is hsa-miR-1908-5p with sequence CGGCGGGGACGGCGAUUGGUC. The protein sequence of the target gene is MPGAAAAAAAAAAAMLPAQEAAKLYHTNYVRNSRAIGVLWAIFTICFAIVNVVCFIQPYWIGDGVDTPQAGYFGLFHYCIGNGFSRELTCRGSFTDFSTLPSGAFKAASFFIGLSMMLIIACIICFTLFFFCNTATVYKICAWMQLTSAACLVLGCMIFPDGWDSDEVKRMCGEKTDKYTLGACSVRWAYILAIIGILDALILSFLAFVLGNRQDSLMAEELKAENKVLLSQYSLE. Result: 1 (interaction). (2) The miRNA is hsa-miR-6808-5p with sequence CAGGCAGGGAGGUGGGACCAUG. The protein sequence of the target gene is MWMTPKRSKMEVDEALVFRPEWTQRYLVVEPPEGDGALCLVCRRLIVATRERDVRRHYEAEHEYYERYVADGERAALVERLRQGDLPVASFTPEERAARAGLGLCRLLALKGRGWGEGDFVYQCMEVLLREVLPEHVSVLQGVDLSPDITRQRILSIDRNLRNQLFNRARDFKAYSLALDDQAFVAYENYLLVFIRGVGPELEVQEDLLTIINLTHHFSVGALMSAILESLQTAGLSLQRMVGLTTTHTLRMIGENSGLVSYMREKAVSPNCWNVIHYSGFLHLELLSSYDVDVNQIINT.... Result: 1 (interaction).